This data is from Merck oncology drug combination screen with 23,052 pairs across 39 cell lines. The task is: Regression. Given two drug SMILES strings and cell line genomic features, predict the synergy score measuring deviation from expected non-interaction effect. Drug 1: CS(=O)(=O)CCNCc1ccc(-c2ccc3ncnc(Nc4ccc(OCc5cccc(F)c5)c(Cl)c4)c3c2)o1. Drug 2: CC1(c2nc3c(C(N)=O)cccc3[nH]2)CCCN1. Cell line: A2780. Synergy scores: synergy=10.6.